Dataset: Forward reaction prediction with 1.9M reactions from USPTO patents (1976-2016). Task: Predict the product of the given reaction. (1) Given the reactants COC([C:5]1([C:18]2[C:27]3[C:22](=[CH:23][CH:24]=[CH:25][CH:26]=3)[N:21]=[CH:20][N:19]=2)[CH2:10][CH2:9][N:8](C(OC(C)(C)C)=O)[CH2:7][CH2:6]1)=O.[OH-].[K+].Cl.[OH-].[Na+], predict the reaction product. The product is: [NH:8]1[CH2:7][CH2:6][CH:5]([C:18]2[C:27]3[C:22](=[CH:23][CH:24]=[CH:25][CH:26]=3)[N:21]=[CH:20][N:19]=2)[CH2:10][CH2:9]1. (2) Given the reactants Cl[C:2]1[N:11]=[CH:10][C:9]2[N:8]([CH3:12])[C:7](=[O:13])[C@@H:6]([CH2:14][CH3:15])[N:5]([CH:16]3[CH2:20][CH2:19][CH2:18][CH2:17]3)[C:4]=2[N:3]=1.[NH2:21][C:22]1[CH:23]=[CH:24][C:25]([C:31]([O:33][CH3:34])=[O:32])=[C:26]2[C:30]=1[O:29][CH2:28][CH2:27]2.C1(C)C=CC(S(O)(=O)=O)=CC=1.C(=O)(O)[O-].[Na+], predict the reaction product. The product is: [CH:16]1([N:5]2[C:4]3[N:3]=[C:2]([NH:21][C:22]4[CH:23]=[CH:24][C:25]([C:31]([O:33][CH3:34])=[O:32])=[C:26]5[C:30]=4[O:29][CH2:28][CH2:27]5)[N:11]=[CH:10][C:9]=3[N:8]([CH3:12])[C:7](=[O:13])[C@H:6]2[CH2:14][CH3:15])[CH2:20][CH2:19][CH2:18][CH2:17]1. (3) Given the reactants [CH2:1]([O:3][C:4](=[O:12])[CH2:5][CH:6]1[CH2:11][CH2:10][CH2:9][CH2:8][NH:7]1)[CH3:2].C(N(CC)CC)C.[F:20][C:21]([F:32])([F:31])[C:22](O[C:22](=[O:23])[C:21]([F:32])([F:31])[F:20])=[O:23], predict the reaction product. The product is: [CH2:1]([O:3][C:4](=[O:12])[CH2:5][CH:6]1[CH2:11][CH2:10][CH2:9][CH2:8][N:7]1[C:22](=[O:23])[C:21]([F:32])([F:31])[F:20])[CH3:2]. (4) Given the reactants [F:1][C:2]([C:5]1([C:8]([OH:10])=O)[CH2:7][CH2:6]1)([F:4])[F:3].Cl.[CH3:12][O:13][NH:14][CH3:15].C1CCC(N=C=NC2CCCCC2)CC1, predict the reaction product. The product is: [CH3:12][O:13][N:14]([CH3:15])[C:8]([C:5]1([C:2]([F:4])([F:3])[F:1])[CH2:7][CH2:6]1)=[O:10]. (5) Given the reactants Cl.[I:2][C:3]1[CH:4]=[C:5]2[C:10](=[CH:11][CH:12]=1)[N:9]([CH:13]1[CH2:18][CH2:17][CH2:16][NH:15][CH2:14]1)[CH:8]=[C:7]([C:19]([O:21][CH2:22][CH3:23])=[O:20])[C:6]2=[O:24].[N:25]1[CH:30]=[CH:29][C:28]([CH:31]=O)=[CH:27][CH:26]=1.C([BH3-])#N.[Na+].O, predict the reaction product. The product is: [I:2][C:3]1[CH:4]=[C:5]2[C:10](=[CH:11][CH:12]=1)[N:9]([CH:13]1[CH2:18][CH2:17][CH2:16][N:15]([CH2:31][C:28]3[CH:29]=[CH:30][N:25]=[CH:26][CH:27]=3)[CH2:14]1)[CH:8]=[C:7]([C:19]([O:21][CH2:22][CH3:23])=[O:20])[C:6]2=[O:24]. (6) Given the reactants [CH3:1][O:2][C:3]1[CH:8]=[CH:7][C:6]([CH:9]([NH:18][C:19]2[N:27]=[C:26]([Cl:28])[N:25]=[C:24]3[C:20]=2[N:21]=[CH:22][N:23]3[C@@H:29]2[CH2:33][C@H:32]([N:34]3[CH:38]=[C:37]([C:39](C4C=CC=CC=4)(C4C=CC=CC=4)[O:40][SiH2]C(C)(C)C)[CH:36]=[N:35]3)[C@@H:31]([OH:58])[C@H:30]2[OH:59])[C:10]2[CH:15]=[CH:14][C:13]([O:16][CH3:17])=[CH:12][CH:11]=2)=[CH:5][CH:4]=1.[F-].C([N+](CCCC)(CCCC)CCCC)CCC, predict the reaction product. The product is: [CH3:1][O:2][C:3]1[CH:8]=[CH:7][C:6]([CH:9]([NH:18][C:19]2[N:27]=[C:26]([Cl:28])[N:25]=[C:24]3[C:20]=2[N:21]=[CH:22][N:23]3[C@@H:29]2[CH2:33][C@H:32]([N:34]3[CH:38]=[C:37]([CH2:39][OH:40])[CH:36]=[N:35]3)[C@@H:31]([OH:58])[C@H:30]2[OH:59])[C:10]2[CH:15]=[CH:14][C:13]([O:16][CH3:17])=[CH:12][CH:11]=2)=[CH:5][CH:4]=1.